From a dataset of Full USPTO retrosynthesis dataset with 1.9M reactions from patents (1976-2016). Predict the reactants needed to synthesize the given product. Given the product [F:30][C:27]1[CH:26]=[CH:25][C:24]([N:21]2[C:16]3[CH:17]=[C:18]4[C@:13]([C:31]([C:33]5[S:34][CH:35]=[CH:36][N:37]=5)=[O:32])([CH2:14][C:15]=3[CH:23]=[N:22]2)[CH2:12][N:11]([S:8]([C:5]2[CH:6]=[N:7][C:2]([N:38]3[CH2:42][CH2:41][CH2:40][CH2:39]3)=[CH:3][CH:4]=2)(=[O:10])=[O:9])[CH2:20][CH2:19]4)=[CH:29][CH:28]=1, predict the reactants needed to synthesize it. The reactants are: Cl[C:2]1[N:7]=[CH:6][C:5]([S:8]([N:11]2[CH2:20][CH2:19][C:18]3[C@:13]([C:31]([C:33]4[S:34][CH:35]=[CH:36][N:37]=4)=[O:32])([CH2:14][C:15]4[CH:23]=[N:22][N:21]([C:24]5[CH:29]=[CH:28][C:27]([F:30])=[CH:26][CH:25]=5)[C:16]=4[CH:17]=3)[CH2:12]2)(=[O:10])=[O:9])=[CH:4][CH:3]=1.[NH:38]1[CH2:42][CH2:41][CH2:40][CH2:39]1.